Dataset: Forward reaction prediction with 1.9M reactions from USPTO patents (1976-2016). Task: Predict the product of the given reaction. (1) Given the reactants [CH3:1][C:2]([CH3:13])([CH3:12])[C:3]#[C:4][C:5]1[CH:6]=[C:7]([CH:9]=[CH:10][CH:11]=1)[NH2:8].[H][H], predict the reaction product. The product is: [CH3:1][C:2]([CH3:13])([CH3:12])[CH2:3][CH2:4][CH:5]1[CH2:11][CH2:10][CH2:9][CH:7]([NH2:8])[CH2:6]1. (2) Given the reactants [CH3:1][O:2][C:3]1[CH:26]=[CH:25][CH:24]=[CH:23][C:4]=1[O:5][C:6]1[C:7]([N+:20]([O-])=O)=[C:8]([CH:10]=[C:11]([O:13][C:14]2[CH:15]=[N:16][CH:17]=[CH:18][CH:19]=2)[CH:12]=1)[NH2:9].[H][H], predict the reaction product. The product is: [CH3:1][O:2][C:3]1[CH:26]=[CH:25][CH:24]=[CH:23][C:4]=1[O:5][C:6]1[CH:12]=[C:11]([O:13][C:14]2[CH:15]=[N:16][CH:17]=[CH:18][CH:19]=2)[CH:10]=[C:8]([NH2:9])[C:7]=1[NH2:20]. (3) The product is: [C:1]([C:4]1[C:23](=[O:24])[C@@:8]2([CH3:25])[C:9]3[C:15]([O:16][CH3:17])=[CH:14][C:13]([O:18][CH3:19])=[C:12]([C:20]([NH:22][CH2:38][C:29]4[C:30]5[C:35](=[CH:34][CH:33]=[CH:32][CH:31]=5)[CH:36]=[CH:37][C:28]=4[CH3:27])=[O:21])[C:10]=3[O:11][C:7]2=[CH:6][C:5]=1[OH:26])(=[O:3])[CH3:2]. Given the reactants [C:1]([C:4]1[C:23](=[O:24])[C@@:8]2([CH3:25])[C:9]3[C:15]([O:16][CH3:17])=[CH:14][C:13]([O:18][CH3:19])=[C:12]([C:20]([NH2:22])=[O:21])[C:10]=3[O:11][C:7]2=[CH:6][C:5]=1[OH:26])(=[O:3])[CH3:2].[CH3:27][C:28]1[CH:37]=[CH:36][C:35]2[C:30](=[CH:31][CH:32]=[CH:33][CH:34]=2)[C:29]=1[CH:38]=O.C([SiH](CC)CC)C.FC(F)(F)C(O)=O, predict the reaction product. (4) Given the reactants [CH2:1]([O:3][C:4]1[CH:9]=[CH:8][C:7]([C:10]2[C:18]3[C:13](=[CH:14][C:15]([NH2:19])=[CH:16][CH:17]=3)[NH:12][CH:11]=2)=[CH:6][CH:5]=1)[CH3:2].[CH2:20]([C:22]1[CH:29]=[CH:28][C:25]([CH:26]=O)=[CH:24][CH:23]=1)[CH3:21].[BH4-].[Na+], predict the reaction product. The product is: [CH2:1]([O:3][C:4]1[CH:5]=[CH:6][C:7]([C:10]2[C:18]3[C:13](=[CH:14][C:15]([NH:19][CH2:26][C:25]4[CH:28]=[CH:29][C:22]([CH2:20][CH3:21])=[CH:23][CH:24]=4)=[CH:16][CH:17]=3)[NH:12][CH:11]=2)=[CH:8][CH:9]=1)[CH3:2]. (5) Given the reactants [Br:1][C:2]1[CH:11]=[C:10]2[C:5]([CH2:6][CH2:7][CH2:8][C:9]2=O)=[CH:4][CH:3]=1.[CH3:13][C:14]([S:17]([NH2:19])=[O:18])([CH3:16])[CH3:15].CCOC(C)=O.C([O-])(O)=O.[Na+], predict the reaction product. The product is: [Br:1][C:2]1[CH:11]=[C:10]2[C:5]([CH2:6][CH2:7][CH2:8][C:9]2=[N:19][S:17]([C:14]([CH3:16])([CH3:15])[CH3:13])=[O:18])=[CH:4][CH:3]=1.